From a dataset of Full USPTO retrosynthesis dataset with 1.9M reactions from patents (1976-2016). Predict the reactants needed to synthesize the given product. (1) The reactants are: [OH-].[Na+].CN1CC[C:7]2([CH2:18][C:17]3[C:12](=[N:13][CH:14]=[C:15](/[CH:19]=[CH:20]/[C:21]([O:23]CC)=[O:22])[CH:16]=3)[NH:11][C:10]2=[O:26])CC1.[Cl:27]CCl. Given the product [ClH:27].[O:26]=[C:10]1[NH:11][C:12]2[N:13]=[CH:14][C:15](/[CH:19]=[CH:20]/[C:21]([OH:23])=[O:22])=[CH:16][C:17]=2[CH2:18][CH2:7]1, predict the reactants needed to synthesize it. (2) Given the product [Cl:1][C:2]1[N:11]=[C:10]([C:12]([O:14][CH2:15][CH3:16])=[O:19])[C:9]2[C:4](=[C:5]([F:17])[CH:6]=[CH:7][CH:8]=2)[N:3]=1, predict the reactants needed to synthesize it. The reactants are: [Cl:1][C:2]1[N:11]=[C:10]([C:12]([O:14][CH2:15][CH3:16])=C)[C:9]2[C:4](=[C:5]([F:17])[CH:6]=[CH:7][CH:8]=2)[N:3]=1.[Mn]([O-])(=O)(=O)=[O:19].[K+]. (3) Given the product [Cl:19][C:15]1[CH:14]=[C:13]2[C:18](=[CH:17][CH:16]=1)[NH:10][C:11]([CH2:20][CH3:21])=[CH:12]2, predict the reactants needed to synthesize it. The reactants are: C1(S([N:10]2[C:18]3[C:13](=[CH:14][C:15]([Cl:19])=[CH:16][CH:17]=3)[CH:12]=[C:11]2[CH2:20][CH3:21])(=O)=O)C=CC=CC=1.[OH-].[Na+]. (4) Given the product [Cl:7][C:8]1[CH:9]=[CH:10][C:11]([CH:14]([CH2:15][NH:16][CH3:17])[CH:22]([C:23]2[CH:24]=[CH:25][CH:26]=[CH:27][CH:28]=2)[OH:29])=[CH:12][CH:13]=1, predict the reactants needed to synthesize it. The reactants are: [H-].[Al+3].[Li+].[H-].[H-].[H-].[Cl:7][C:8]1[CH:13]=[CH:12][C:11]([CH:14]([CH:22]([OH:29])[C:23]2[CH:28]=[CH:27][CH:26]=[CH:25][CH:24]=2)[CH2:15][NH:16][C:17](=O)OCC)=[CH:10][CH:9]=1. (5) Given the product [CH:1]1[C:10]2[C:5](=[C:6]([C:11]3[CH:12]=[C:13]4[C:18](=[CH:19][CH:20]=3)[C:17]([C:21]([OH:23])=[O:22])=[CH:16][CH:15]=[CH:14]4)[CH:7]=[CH:8][CH:9]=2)[CH:4]=[CH:3][N:2]=1, predict the reactants needed to synthesize it. The reactants are: [CH:1]1[C:10]2[C:5](=[C:6]([C:11]3[CH:12]=[C:13]4[C:18](=[CH:19][CH:20]=3)[C:17]([C:21]([O:23]C)=[O:22])=[CH:16][CH:15]=[CH:14]4)[CH:7]=[CH:8][CH:9]=2)[CH:4]=[CH:3][N:2]=1.[Li+].[OH-]. (6) Given the product [F:37][CH:16]([F:15])[O:17][C:18]1[CH:19]=[C:20]2[N:26]([CH2:27][CH3:28])[C:25](=[O:29])[N:24]([C:30]3[CH:35]=[CH:34][C:33]([O:36][C:3]4[N:2]([CH3:1])[C:6]5=[N:7][CH:8]=[CH:9][CH:10]=[C:5]5[N:4]=4)=[CH:32][CH:31]=3)[C:21]2=[N:22][CH:23]=1, predict the reactants needed to synthesize it. The reactants are: [CH3:1][N:2]1[C:6]2=[N:7][CH:8]=[CH:9][CH:10]=[C:5]2[N:4]=[C:3]1S(C)(=O)=O.[F:15][CH:16]([F:37])[O:17][C:18]1[CH:19]=[C:20]2[N:26]([CH2:27][CH3:28])[C:25](=[O:29])[N:24]([C:30]3[CH:35]=[CH:34][C:33]([OH:36])=[CH:32][CH:31]=3)[C:21]2=[N:22][CH:23]=1.[H-].[Na+]. (7) Given the product [CH3:36][O:35][C:32]1[N:31]=[C:30]([O:37][CH3:38])[C:29]([C:27]2[CH:26]=[C:25]([N:40]3[CH2:45][CH2:44][O:43][CH2:42][CH2:41]3)[N:24]=[C:23]([C:19]3[CH:20]=[CH:21][CH:22]=[C:17]([NH:16][C:14]([CH:11]4[CH2:12][CH2:13][NH:8][CH2:9][CH2:10]4)=[O:15])[CH:18]=3)[N:28]=2)=[CH:34][N:33]=1, predict the reactants needed to synthesize it. The reactants are: C(OC([N:8]1[CH2:13][CH2:12][CH:11]([C:14]([NH:16][C:17]2[CH:18]=[C:19]([C:23]3[N:28]=[C:27]([C:29]4[C:30]([O:37][CH3:38])=[N:31][C:32]([O:35][CH3:36])=[N:33][CH:34]=4)[CH:26]=[C:25](Cl)[N:24]=3)[CH:20]=[CH:21][CH:22]=2)=[O:15])[CH2:10][CH2:9]1)=O)(C)(C)C.[NH:40]1[CH2:45][CH2:44][O:43][CH2:42][CH2:41]1. (8) Given the product [F:17][C:18]1[CH:25]=[CH:24][C:21]([CH:22]=[C:4]2[C:5]3[C:10](=[CH:9][CH:8]=[CH:7][CH:6]=3)[C:2](=[O:1])[O:3]2)=[CH:20][C:19]=1[N+:26]([O-:28])=[O:27], predict the reactants needed to synthesize it. The reactants are: [O:1]=[C:2]1[C:10]2[C:5](=[CH:6][CH:7]=[CH:8][CH:9]=2)[CH:4](P(=O)(OC)OC)[O:3]1.[F:17][C:18]1[CH:25]=[CH:24][C:21]([CH:22]=O)=[CH:20][C:19]=1[N+:26]([O-:28])=[O:27].C(N(CC)CC)C. (9) Given the product [Cl:23][C:24]1[CH:25]=[CH:26][C:27]([N:30]2[CH2:35][CH2:34][N:33]([CH2:21][CH2:20][CH2:19][C:10]3[CH:9]=[C:8]([C:5]4[CH:6]=[CH:7][C:2]([Cl:1])=[CH:3][CH:4]=4)[N:12]([C:13]4[CH:18]=[CH:17][CH:16]=[CH:15][CH:14]=4)[N:11]=3)[CH2:32][CH2:31]2)=[CH:28][CH:29]=1, predict the reactants needed to synthesize it. The reactants are: [Cl:1][C:2]1[CH:7]=[CH:6][C:5]([C:8]2[N:12]([C:13]3[CH:18]=[CH:17][CH:16]=[CH:15][CH:14]=3)[N:11]=[C:10]([CH2:19][CH2:20][CH:21]=O)[CH:9]=2)=[CH:4][CH:3]=1.[Cl:23][C:24]1[CH:29]=[CH:28][C:27]([N:30]2[CH2:35][CH2:34][NH:33][CH2:32][CH2:31]2)=[CH:26][CH:25]=1.CCN(C(C)C)C(C)C.[BH-](OC(C)=O)(OC(C)=O)OC(C)=O.[Na+]. (10) Given the product [Cl:32][C:33]1[N:34]=[C:35]([N:1]2[CH2:5][CH2:4][CH:3]([CH:6]([N:10]3[CH:14]=[C:13]([C:15]4[C:16]5[CH:23]=[CH:22][N:21]([CH2:24][O:25][CH2:26][CH2:27][Si:28]([CH3:30])([CH3:29])[CH3:31])[C:17]=5[N:18]=[CH:19][N:20]=4)[CH:12]=[N:11]3)[CH2:7][C:8]#[N:9])[CH2:2]2)[CH:36]=[CH:37][CH:38]=1, predict the reactants needed to synthesize it. The reactants are: [NH:1]1[CH2:5][CH2:4][CH:3]([CH:6]([N:10]2[CH:14]=[C:13]([C:15]3[C:16]4[CH:23]=[CH:22][N:21]([CH2:24][O:25][CH2:26][CH2:27][Si:28]([CH3:31])([CH3:30])[CH3:29])[C:17]=4[N:18]=[CH:19][N:20]=3)[CH:12]=[N:11]2)[CH2:7][C:8]#[N:9])[CH2:2]1.[Cl:32][C:33]1[CH:38]=[CH:37][CH:36]=[C:35](Cl)[N:34]=1.C(N(CC)C(C)C)(C)C.